This data is from Choline transporter screen with 302,306 compounds. The task is: Binary Classification. Given a drug SMILES string, predict its activity (active/inactive) in a high-throughput screening assay against a specified biological target. (1) The compound is o1c2c(c(=O)c(Oc3cc(ccc3)C)c1)ccc(O)c2. The result is 0 (inactive). (2) The molecule is Clc1ccc(S(=O)Cc2oc(C(=O)N3CCN(CC3)c3cc(OC)ccc3)cc2)cc1. The result is 0 (inactive). (3) The compound is o1c(CNC(=O)/C=C\c2ccccc2)ccc1. The result is 0 (inactive). (4) The result is 0 (inactive). The molecule is S(=O)(=O)(N(CC)c1ccccc1)c1ccc(Oc2ccc(n3ccnc3)cc2)nc1. (5) The drug is Clc1c(cc(OCC(=O)Nc2ccc(NC(=S)NC(=O)CC)cc2)cc1)C. The result is 0 (inactive). (6) The molecule is s1c2nc(cc(c2c(N)c1C(=O)N\N=C\c1ccccc1)C)C. The result is 0 (inactive). (7) The drug is S(c1nc(cc(c1C#N)C(F)(F)F)c1occc1)Cc1ccncc1. The result is 0 (inactive). (8) The compound is s1c2ncn(c(=O)c2c(c1C)C)CC(=O)NCC(=O)Nc1c(OC)cccc1. The result is 0 (inactive).